This data is from Catalyst prediction with 721,799 reactions and 888 catalyst types from USPTO. The task is: Predict which catalyst facilitates the given reaction. (1) Reactant: [Cl:1][C:2]1[CH:3]=[C:4]([CH:20]=[CH:21][C:22]=1[Cl:23])[CH2:5][C@H:6]1[CH2:10][N:9]([C:11]([O:13][C:14]([CH3:17])([CH3:16])[CH3:15])=[O:12])[C@H:8]([CH2:18][OH:19])[CH2:7]1.C(N(CC)CC)C.[CH3:31][S:32](Cl)(=[O:34])=[O:33]. Product: [Cl:1][C:2]1[CH:3]=[C:4]([CH:20]=[CH:21][C:22]=1[Cl:23])[CH2:5][C@H:6]1[CH2:10][N:9]([C:11]([O:13][C:14]([CH3:16])([CH3:17])[CH3:15])=[O:12])[C@H:8]([CH2:18][O:19][S:32]([CH3:31])(=[O:34])=[O:33])[CH2:7]1. The catalyst class is: 2. (2) Reactant: ClC(N(C)C)=C(C)C.[Si:9]([O:16][C@@H:17]([CH2:21][O:22][CH:23]1[CH2:26][CH2:25][CH2:24]1)[C:18]([OH:20])=O)([C:12]([CH3:15])([CH3:14])[CH3:13])([CH3:11])[CH3:10].N1C=CC=CC=1.[CH3:33][C:34]1[CH:35]=[CH:36][C:37]([NH2:40])=[N:38][CH:39]=1.C(O)(=O)CC(CC(O)=O)(C(O)=O)O. Product: [Si:9]([O:16][C@@H:17]([CH2:21][O:22][CH:23]1[CH2:26][CH2:25][CH2:24]1)[C:18]([NH:40][C:37]1[CH:36]=[CH:35][C:34]([CH3:33])=[CH:39][N:38]=1)=[O:20])([C:12]([CH3:13])([CH3:14])[CH3:15])([CH3:10])[CH3:11]. The catalyst class is: 2. (3) Reactant: [NH2:1][C:2]1[CH:3]=[CH:4][C:5]([N:8]2[CH2:12][CH2:11][C@H:10]([OH:13])[CH2:9]2)=[N:6][CH:7]=1.N1C=CC=CC=1.Cl[C:21]([O:23][C:24]1[CH:29]=[CH:28][CH:27]=[CH:26][CH:25]=1)=[O:22]. Product: [OH:13][C@H:10]1[CH2:11][CH2:12][N:8]([C:5]2[N:6]=[CH:7][C:2]([NH:1][C:21](=[O:22])[O:23][C:24]3[CH:29]=[CH:28][CH:27]=[CH:26][CH:25]=3)=[CH:3][CH:4]=2)[CH2:9]1. The catalyst class is: 47. (4) Reactant: [CH3:1][C:2]1[CH:8]=[CH:7][CH:6]=[C:5]([CH3:9])[C:3]=1[NH2:4].C(N(CC)CC)C.O1CCCC1.[Br:22][C:23]1[CH:24]=[C:25]([CH:29]=[CH:30][CH:31]=1)[C:26](Cl)=[O:27]. Product: [CH3:1][C:2]1[CH:8]=[CH:7][CH:6]=[C:5]([CH3:9])[C:3]=1[NH:4][C:26](=[O:27])[C:25]1[CH:29]=[CH:30][CH:31]=[C:23]([Br:22])[CH:24]=1. The catalyst class is: 22. (5) Reactant: [OH-].[Li+].[OH:3][C:4]1[CH:9]=[CH:8][CH:7]=[C:6]([OH:10])[C:5]=1[C:11](=[O:13])[CH3:12].[N+:14]([C:17]1[CH:25]=[CH:24][C:20]([C:21](Cl)=O)=[CH:19][CH:18]=1)([O-:16])=[O:15].Cl. Product: [N+:14]([C:17]1[CH:25]=[CH:24][C:20]([C:21]2[O:3][C:4]3[C:5]([C:11](=[O:13])[CH:12]=2)=[C:6]([OH:10])[CH:7]=[CH:8][CH:9]=3)=[CH:19][CH:18]=1)([O-:16])=[O:15]. The catalyst class is: 1. (6) Reactant: CN1CCN(C2C=CC(NC3C4N(N=CN=4)C(C4C=C(C(N)=O)SC=4)=CN=3)=CC=2)CC1.[Br:32][C:33]1[N:38]2[N:39]=[CH:40][N:41]=[C:37]2[C:36](Br)=[N:35][CH:34]=1.[CH3:43][O:44][C:45](=[O:53])[C:46]1[CH:51]=[CH:50][C:49]([NH2:52])=[CH:48][CH:47]=1.C(N(C(C)C)C(C)C)C. Product: [CH3:43][O:44][C:45](=[O:53])[C:46]1[CH:51]=[CH:50][C:49]([NH:52][C:36]2[C:37]3[N:38]([N:39]=[CH:40][N:41]=3)[C:33]([Br:32])=[CH:34][N:35]=2)=[CH:48][CH:47]=1. The catalyst class is: 41.